Dataset: Forward reaction prediction with 1.9M reactions from USPTO patents (1976-2016). Task: Predict the product of the given reaction. Given the reactants Cl.[Cl:2][C:3]1[CH:4]=[C:5]([N:13]([CH2:23][CH3:24])[C@H:14]2[CH2:19][CH2:18][C@H:17]([N:20]([CH3:22])[CH3:21])[CH2:16][CH2:15]2)[C:6]([CH3:12])=[C:7]([CH:11]=1)[C:8](O)=[O:9].CCN(C(C)C)C(C)C.CN(C(ON1N=NC2C=CC=NC1=2)=[N+](C)C)C.F[P-](F)(F)(F)(F)F.[CH3:58][O:59][C:60]1[C:64]([CH2:65][NH2:66])=[C:63]([N:67]2[CH2:72][CH2:71][CH2:70][CH2:69][CH2:68]2)[N:62]([CH3:73])[N:61]=1, predict the reaction product. The product is: [Cl:2][C:3]1[CH:4]=[C:5]([N:13]([CH2:23][CH3:24])[C@H:14]2[CH2:19][CH2:18][C@H:17]([N:20]([CH3:22])[CH3:21])[CH2:16][CH2:15]2)[C:6]([CH3:12])=[C:7]([CH:11]=1)[C:8]([NH:66][CH2:65][C:64]1[C:60]([O:59][CH3:58])=[N:61][N:62]([CH3:73])[C:63]=1[N:67]1[CH2:72][CH2:71][CH2:70][CH2:69][CH2:68]1)=[O:9].